The task is: Predict the reactants needed to synthesize the given product.. This data is from Full USPTO retrosynthesis dataset with 1.9M reactions from patents (1976-2016). (1) Given the product [CH3:24][O:23][C:22](=[O:25])[NH:21][C@H:16]1[CH2:17][CH2:18][C:19](=[O:20])[N:13]2[CH2:12][CH2:11][CH2:10][C@@H:9]([C:7]3[NH:8][C:4]4[CH:3]=[CH:2][C:28]([C:46]5[CH:45]=[CH:44][C:43]([C:41]6[NH:42][C:38]([C@@H:34]7[CH2:35][CH2:36][CH2:37][N:33]7[C:32](=[O:58])[C@@H:31]([NH:59][C:60]([O:61][CH3:62])=[O:63])[CH:30]([CH3:64])[CH3:29])=[N:39][CH:40]=6)=[CH:48][CH:47]=5)=[CH:27][C:5]=4[N:6]=3)[N:14]2[C:15]1=[O:26], predict the reactants needed to synthesize it. The reactants are: Br[C:2]1[CH:28]=[CH:27][C:5]2[NH:6][C:7]([C@H:9]3[N:14]4[C:15](=[O:26])[C@@H:16]([NH:21][C:22](=[O:25])[O:23][CH3:24])[CH2:17][CH2:18][C:19](=[O:20])[N:13]4[CH2:12][CH2:11][CH2:10]3)=[N:8][C:4]=2[CH:3]=1.[CH3:29][CH:30]([CH3:64])[C@H:31]([NH:59][C:60](=[O:63])[O:61][CH3:62])[C:32](=[O:58])[N:33]1[CH2:37][CH2:36][CH2:35][C@H:34]1[C:38]1[NH:39][CH:40]=[C:41]([C:43]2[CH:48]=[CH:47][C:46](B3OC(C)(C)C(C)(C)O3)=[CH:45][CH:44]=2)[N:42]=1.C(=O)(O)[O-].[Na+]. (2) The reactants are: [NH2:1][C:2]([NH:4][C:5]1[NH:6][C:7]2[C:12]([C:13]=1[C:14]([NH2:16])=[O:15])=[CH:11][C:10](Br)=[C:9]([O:18][CH3:19])[CH:8]=2)=[O:3].[CH:20](B1OC(C)(C)C(C)(C)O1)=[CH2:21].C(=O)([O-])O.[Na+].C(OCC)(=O)C. Given the product [NH2:1][C:2]([NH:4][C:5]1[NH:6][C:7]2[C:12]([C:13]=1[C:14]([NH2:16])=[O:15])=[CH:11][C:10]([CH:20]=[CH2:21])=[C:9]([O:18][CH3:19])[CH:8]=2)=[O:3], predict the reactants needed to synthesize it.